Dataset: Reaction yield outcomes from USPTO patents with 853,638 reactions. Task: Predict the reaction yield, written as a fraction of the theoretical maximum amount of product (1.0 means a 100% yield; for example, 0.34 means a 34% yield). The reactants are C[O:2][C:3]([C:5]1[CH:6]=[C:7]2[C:12](=[CH:13][CH:14]=1)[N:11]=[C:10]([C:15]1([CH3:18])[CH2:17][CH2:16]1)[CH:9]=[CH:8]2)=[O:4].[OH-].[Na+]. The catalyst is CO. The product is [CH3:18][C:15]1([C:10]2[CH:9]=[CH:8][C:7]3[C:12](=[CH:13][CH:14]=[C:5]([C:3]([OH:4])=[O:2])[CH:6]=3)[N:11]=2)[CH2:16][CH2:17]1. The yield is 0.840.